From a dataset of Reaction yield outcomes from USPTO patents with 853,638 reactions. Predict the reaction yield, written as a fraction of the theoretical maximum amount of product (1.0 means a 100% yield; for example, 0.34 means a 34% yield). (1) The reactants are Br[C:2]1[C:3]2[CH:4]3[CH2:22][CH2:21][N:20](C(OC(C)(C)C)=O)[CH2:19][CH2:18][CH:5]3[N:6](C(OC(C)(C)C)=O)[C:7]=2[CH:8]=[CH:9][CH:10]=1.P([O-])([O-])([O-])=O.[K+].[K+].[K+].[O:38]1[C:42](B(O)O)=[CH:41][C:40]2[CH:46]=[CH:47][CH:48]=[CH:49][C:39]1=2.N#N. The catalyst is C1C=CC([P]([Pd]([P](C2C=CC=CC=2)(C2C=CC=CC=2)C2C=CC=CC=2)([P](C2C=CC=CC=2)(C2C=CC=CC=2)C2C=CC=CC=2)[P](C2C=CC=CC=2)(C2C=CC=CC=2)C2C=CC=CC=2)(C2C=CC=CC=2)C2C=CC=CC=2)=CC=1.CN(C=O)C. The product is [O:38]1[C:39]2[CH:49]=[CH:48][CH:47]=[CH:46][C:40]=2[CH:41]=[C:42]1[C:2]1[C:3]2[C@@H:4]3[CH2:22][CH2:21][NH:20][CH2:19][CH2:18][C@@H:5]3[NH:6][C:7]=2[CH:8]=[CH:9][CH:10]=1. The yield is 0.650. (2) The reactants are Br[C:2]1[CH:7]=[CH:6][C:5]([C:8]2[N:9]([CH2:14][C@@H:15]3[CH2:19][CH2:18][N:17]([C:20]([CH:22]4[CH2:24][CH2:23]4)=[O:21])[CH2:16]3)[C:10](=[O:13])[NH:11][N:12]=2)=[CH:4][C:3]=1[F:25].CC1(C)C(C)(C)OB([C:34]2[CH:35]=[C:36]3[C:40](=[CH:41][CH:42]=2)[NH:39][CH:38]=[CH:37]3)O1.C([O-])([O-])=O.[Cs+].[Cs+].O1CCOCC1. The catalyst is C1C=CC([P]([Pd]([P](C2C=CC=CC=2)(C2C=CC=CC=2)C2C=CC=CC=2)([P](C2C=CC=CC=2)(C2C=CC=CC=2)C2C=CC=CC=2)[P](C2C=CC=CC=2)(C2C=CC=CC=2)C2C=CC=CC=2)(C2C=CC=CC=2)C2C=CC=CC=2)=CC=1.O. The product is [CH:22]1([C:20]([N:17]2[CH2:18][CH2:19][C@@H:15]([CH2:14][N:9]3[C:8]([C:5]4[CH:6]=[CH:7][C:2]([C:34]5[CH:35]=[C:36]6[C:40](=[CH:41][CH:42]=5)[NH:39][CH:38]=[CH:37]6)=[C:3]([F:25])[CH:4]=4)=[N:12][NH:11][C:10]3=[O:13])[CH2:16]2)=[O:21])[CH2:24][CH2:23]1. The yield is 0.247.